This data is from Full USPTO retrosynthesis dataset with 1.9M reactions from patents (1976-2016). The task is: Predict the reactants needed to synthesize the given product. (1) Given the product [NH2:1][C:2]1[N:7]=[C:6]([NH:8][CH2:9][CH2:10][CH2:11][CH3:12])[C:5]([CH2:13][C:14]2[CH:15]=[CH:16][C:17]([CH2:25][C:24]([OH:27])=[O:26])=[CH:18][CH:19]=2)=[C:4]([CH3:23])[N:3]=1, predict the reactants needed to synthesize it. The reactants are: [NH2:1][C:2]1[N:7]=[C:6]([NH:8][CH2:9][CH2:10][CH2:11][CH3:12])[C:5]([CH2:13][C:14]2[CH:19]=[CH:18][C:17](CC#N)=[CH:16][CH:15]=2)=[C:4]([CH3:23])[N:3]=1.[C:24]([OH:27])(=[O:26])[CH3:25]. (2) The reactants are: [CH3:1][N:2]1[C:10]2[C:5](=[CH:6][CH:7]=[CH:8][CH:9]=2)[C:4]([CH2:11][C@H:12]2[C:23](=[O:24])[NH:22][CH2:21][CH2:20][CH2:19][CH2:18][C:17](=[O:25])[NH:16][C@@H:15]([CH2:26][CH2:27][CH2:28][CH2:29][NH:30]C(=O)OC(C)(C)C)[C:14](=[O:38])[NH:13]2)=[CH:3]1.[F:39][C:40]1[CH:51]=[CH:50][C:43]([CH2:44][O:45][CH2:46][C:47]([OH:49])=O)=[CH:42][CH:41]=1. Given the product [F:39][C:40]1[CH:41]=[CH:42][C:43]([CH2:44][O:45][CH2:46][C:47]([NH:30][CH2:29][CH2:28][CH2:27][CH2:26][C@H:15]2[C:14](=[O:38])[NH:13][C@@H:12]([CH2:11][C:4]3[C:5]4[C:10](=[CH:9][CH:8]=[CH:7][CH:6]=4)[N:2]([CH3:1])[CH:3]=3)[C:23](=[O:24])[NH:22][CH2:21][CH2:20][CH2:19][CH2:18][C:17](=[O:25])[NH:16]2)=[O:49])=[CH:50][CH:51]=1, predict the reactants needed to synthesize it.